Dataset: Reaction yield outcomes from USPTO patents with 853,638 reactions. Task: Predict the reaction yield, written as a fraction of the theoretical maximum amount of product (1.0 means a 100% yield; for example, 0.34 means a 34% yield). (1) The reactants are [CH2:1]([O:3][C:4]1[CH:9]=[CH:8][CH:7]=[CH:6][C:5]=1B(O)O)[CH3:2].[F-].[K+].[N+:15]([C:18]1[CH:23]=[C:22]([N+:24]([O-:26])=[O:25])[CH:21]=[CH:20][C:19]=1Br)([O-:17])=[O:16].C(P(C(C)(C)C)C(C)(C)C)(C)(C)C. The catalyst is C1COCC1.C1C=CC(/C=C/C(/C=C/C2C=CC=CC=2)=O)=CC=1.C1C=CC(/C=C/C(/C=C/C2C=CC=CC=2)=O)=CC=1.C1C=CC(/C=C/C(/C=C/C2C=CC=CC=2)=O)=CC=1.[Pd].[Pd]. The product is [CH2:1]([O:3][C:4]1[CH:9]=[CH:8][CH:7]=[CH:6][C:5]=1[C:19]1[CH:20]=[CH:21][C:22]([N+:24]([O-:26])=[O:25])=[CH:23][C:18]=1[N+:15]([O-:17])=[O:16])[CH3:2]. The yield is 0.820. (2) The reactants are CO[C:3](=[O:24])[C:4]1[CH:9]=[CH:8][C:7]([O:10][CH2:11][C:12]2[C:13]([C:17]3[CH:22]=[CH:21][C:20]([F:23])=[CH:19][CH:18]=3)=[N:14][O:15][CH:16]=2)=[N:6][CH:5]=1.[NH2:25][CH:26]1[CH2:31][CH2:30][O:29][CH2:28][CH2:27]1. No catalyst specified. The product is [F:23][C:20]1[CH:19]=[CH:18][C:17]([C:13]2[C:12]([CH2:11][O:10][C:7]3[CH:8]=[CH:9][C:4]([C:3]([NH:25][CH:26]4[CH2:31][CH2:30][O:29][CH2:28][CH2:27]4)=[O:24])=[CH:5][N:6]=3)=[CH:16][O:15][N:14]=2)=[CH:22][CH:21]=1. The yield is 0.880. (3) The reactants are NCCCCCCN.[CH2:9]([P:11]([CH2:18][CH2:19][C:20]#[N:21])(=[O:17])[O:12][CH2:13][CH2:14][CH2:15][CH3:16])[CH3:10].[H][H]. The catalyst is [Ni].[OH-].[K+].O. The product is [CH2:9]([P:11]([CH2:18][CH2:19][CH2:20][NH2:21])(=[O:17])[O:12][CH2:13][CH2:14][CH2:15][CH3:16])[CH3:10]. The yield is 0.810. (4) The reactants are [CH3:1][O:2][C:3]1[CH:8]=[CH:7][C:6]([C:9](=O)[C:10]([C:12]2[CH:17]=[CH:16][C:15]([O:18][CH3:19])=[CH:14][CH:13]=2)=O)=[CH:5][CH:4]=1.[Br:21][C:22]1[CH:23]=[C:24]([NH2:29])[C:25]([NH2:28])=[CH:26][CH:27]=1. The catalyst is C(O)(=O)C. The product is [Br:21][C:22]1[CH:23]=[C:24]2[C:25](=[CH:26][CH:27]=1)[N:28]=[C:9]([C:6]1[CH:7]=[CH:8][C:3]([O:2][CH3:1])=[CH:4][CH:5]=1)[C:10]([C:12]1[CH:17]=[CH:16][C:15]([O:18][CH3:19])=[CH:14][CH:13]=1)=[N:29]2. The yield is 0.480. (5) The reactants are C(O)(=O)C.S(=O)(=O)(O)O.[CH:10]1[C:18]2[C:17]3[CH:19]=[CH:20][CH:21]=[CH:22][C:16]=3[S:15](=[O:24])(=[O:23])[C:14]=2[CH:13]=[CH:12][CH:11]=1.[N+:25]([O-])([OH:27])=[O:26]. The catalyst is O. The product is [N+:25]([C:21]1[CH:20]=[CH:19][C:17]2[C:18]3[CH:10]=[CH:11][CH:12]=[CH:13][C:14]=3[S:15](=[O:24])(=[O:23])[C:16]=2[CH:22]=1)([O-:27])=[O:26]. The yield is 0.850. (6) The reactants are C[S-].[Na+].C[O:5][C:6]1[CH:11]=[CH:10][C:9]([C:12]2([CH2:18][N:19]3[CH2:24][CH2:23][N:22]([CH3:25])[CH2:21][CH2:20]3)[CH2:17][CH2:16][O:15][CH2:14][CH2:13]2)=[CH:8][CH:7]=1.[Cl-].[NH4+]. The catalyst is CN(C)C=O. The product is [CH3:25][N:22]1[CH2:21][CH2:20][N:19]([CH2:18][C:12]2([C:9]3[CH:8]=[CH:7][C:6]([OH:5])=[CH:11][CH:10]=3)[CH2:13][CH2:14][O:15][CH2:16][CH2:17]2)[CH2:24][CH2:23]1. The yield is 1.00. (7) The catalyst is C(OCC)C.O1CCCC1. The reactants are [H-].[Al+3].[Li+].[H-].[H-].[H-].[CH2:7]([S:14][C:15]1([CH2:21][N+:22]([O-])=O)[CH2:20][CH2:19][O:18][CH2:17][CH2:16]1)[C:8]1[CH:13]=[CH:12][CH:11]=[CH:10][CH:9]=1.O.O.O.O.O.O.O.O.O.O.[O-]S([O-])(=O)=O.[Na+].[Na+]. The product is [CH2:7]([S:14][C:15]1([CH2:21][NH2:22])[CH2:20][CH2:19][O:18][CH2:17][CH2:16]1)[C:8]1[CH:9]=[CH:10][CH:11]=[CH:12][CH:13]=1. The yield is 0.670. (8) The reactants are [CH2:1]([C:3]1[CH:4]=[C:5]2[C:9](=[CH:10][CH:11]=1)[NH:8][CH2:7][CH2:6]2)[CH3:2].[N+:12]([O-])([O-:14])=[O:13].[K+].[OH-].[Na+]. The catalyst is OS(O)(=O)=O. The product is [CH2:1]([C:3]1[CH:4]=[C:5]2[C:9](=[CH:10][C:11]=1[N+:12]([O-:14])=[O:13])[NH:8][CH2:7][CH2:6]2)[CH3:2]. The yield is 0.580.